From a dataset of Reaction yield outcomes from USPTO patents with 853,638 reactions. Predict the reaction yield, written as a fraction of the theoretical maximum amount of product (1.0 means a 100% yield; for example, 0.34 means a 34% yield). (1) The reactants are [F:1][C:2]1[CH:3]=[C:4]([CH:6]=[CH:7][C:8]=1[O:9][C:10]1C=CN=[C:12]2[CH:16]=[C:17]([C:19]3[CH:24]=[CH:23][C:22]([CH2:25][N:26]4[CH2:31][CH2:30][O:29][CH2:28][CH2:27]4)=[CH:21][N:20]=3)[S:18][C:11]=12)[NH2:5].CC[N:34]([CH:38]([CH3:40])[CH3:39])[CH:35](C)C.ClC(Cl)([O:44]C(=O)OC(Cl)(Cl)Cl)Cl.[CH:53]1([NH2:56])C[CH2:54]1. The catalyst is C1COCC1. The product is [CH:38]1([NH:34][C:35]([NH:5][C:4]2[CH:6]=[CH:7][C:8]([O:9][C:10]3[C:11]4[S:18][C:17]([C:19]5[CH:24]=[CH:23][C:22]([CH2:25][N:26]6[CH2:27][CH2:28][O:29][CH2:30][CH2:31]6)=[CH:21][N:20]=5)=[CH:16][C:12]=4[CH:54]=[CH:53][N:56]=3)=[C:2]([F:1])[CH:3]=2)=[O:44])[CH2:39][CH2:40]1. The yield is 0.185. (2) The reactants are [F:1][C:2]1[CH:3]=[C:4]([CH:8]=[CH:9][CH:10]=1)[CH2:5][CH2:6][OH:7].CCOC(/N=N/C(OCC)=O)=O.C1(P(C2C=CC=CC=2)C2C=CC=CC=2)C=CC=CC=1.[C:42]([C:44]1[CH:49]=[CH:48][C:47](O)=[CH:46][CH:45]=1)#[N:43].[NH4+].[Cl-]. The catalyst is C1COCC1. The product is [F:1][C:2]1[CH:3]=[C:4]([CH:8]=[CH:9][CH:10]=1)[CH2:5][CH2:6][O:7][C:47]1[CH:48]=[CH:49][C:44]([C:42]#[N:43])=[CH:45][CH:46]=1. The yield is 0.750. (3) The reactants are CCN(C(C)C)C(C)C.[CH3:10][O:11][C:12]1[CH:13]=[CH:14][CH:15]=[C:16]2[C:21]=1[O:20][C:19](=[O:22])[C:18]([C:23]([OH:25])=O)=[CH:17]2.CN(C(ON1N=NC2C=CC=NC1=2)=[N+](C)C)C.F[P-](F)(F)(F)(F)F.[CH3:50][O:51][C:52]1[N:57]=[C:56]([O:58][CH3:59])[C:55]([C:60]2[CH:61]=[C:62]([NH2:66])[CH:63]=[CH:64][CH:65]=2)=[CH:54][N:53]=1. The catalyst is CN(C=O)C. The product is [CH3:50][O:51][C:52]1[N:57]=[C:56]([O:58][CH3:59])[C:55]([C:60]2[CH:61]=[C:62]([NH:66][C:23]([C:18]3[C:19](=[O:22])[O:20][C:21]4[C:16]([CH:17]=3)=[CH:15][CH:14]=[CH:13][C:12]=4[O:11][CH3:10])=[O:25])[CH:63]=[CH:64][CH:65]=2)=[CH:54][N:53]=1. The yield is 0.690. (4) The reactants are [Cl:1][C:2]1[CH:7]=[CH:6][C:5]([C:8]2[N:9]([CH2:23][C@H:24]([OH:29])[C:25]([F:28])([F:27])[F:26])[C:10](=[O:22])[N:11]([CH2:13][C:14]3[N:18]=[C:17]([CH:19]([OH:21])[CH3:20])[NH:16][N:15]=3)[N:12]=2)=[CH:4][CH:3]=1.[Cl:30][C:31]1[CH:32]=[C:33](B(O)O)[CH:34]=[CH:35][CH:36]=1.B(O)O. The catalyst is N1C=CC=CC=1.C([O-])(=O)C.[Cu+2].C([O-])(=O)C. The product is [Cl:1][C:2]1[CH:3]=[CH:4][C:5]([C:8]2[N:9]([CH2:23][C@H:24]([OH:29])[C:25]([F:26])([F:28])[F:27])[C:10](=[O:22])[N:11]([CH2:13][C:14]3[N:18]=[C:17]([CH:19]([OH:21])[CH3:20])[N:16]([C:35]4[CH:34]=[CH:33][CH:32]=[C:31]([Cl:30])[CH:36]=4)[N:15]=3)[N:12]=2)=[CH:6][CH:7]=1. The yield is 0.301. (5) The reactants are C([O:8][N:9]1[C:15](=[O:16])[N:14]2[CH2:17][C@H:10]1[CH2:11][CH2:12][C@H:13]2[C:18]([NH:20][O:21][CH2:22][CH2:23][O:24][CH:25]1[CH2:30][CH2:29][N:28]([C:31]([O:33][C:34]([CH3:37])([CH3:36])[CH3:35])=[O:32])[CH2:27][CH2:26]1)=[O:19])C1C=CC=CC=1. The catalyst is CO.[Pd]. The product is [OH:8][N:9]1[C:15](=[O:16])[N:14]2[CH2:17][C@H:10]1[CH2:11][CH2:12][C@H:13]2[C:18]([NH:20][O:21][CH2:22][CH2:23][O:24][CH:25]1[CH2:30][CH2:29][N:28]([C:31]([O:33][C:34]([CH3:37])([CH3:36])[CH3:35])=[O:32])[CH2:27][CH2:26]1)=[O:19]. The yield is 0.990. (6) The reactants are [Cl:1][C:2]1[CH:7]=[CH:6][C:5]([C:8]2[O:16][C:15]3[CH:14]=[CH:13][N:12]([C:17]4[CH:18]=[C:19]5[C:23](=[CH:24][CH:25]=4)[N:22]([CH2:26][CH:27]([O:30]C)[O:28]C)[N:21]=[CH:20]5)[C:11](=[O:32])[C:10]=3[CH:9]=2)=[CH:4][CH:3]=1.Cl. The catalyst is C1COCC1.O.C(Cl)Cl. The product is [Cl:1][C:2]1[CH:7]=[CH:6][C:5]([C:8]2[O:16][C:15]3[CH:14]=[CH:13][N:12]([C:17]4[CH:18]=[C:19]5[C:23](=[CH:24][CH:25]=4)[N:22]([CH2:26][CH:27]([OH:30])[OH:28])[N:21]=[CH:20]5)[C:11](=[O:32])[C:10]=3[CH:9]=2)=[CH:4][CH:3]=1. The yield is 0.640. (7) The reactants are [CH3:1][O:2][C:3]1[CH:14]=[CH:13][C:6]([CH2:7][NH:8][S:9]([CH3:12])(=[O:11])=[O:10])=[CH:5][CH:4]=1.[H-].[Na+].[H][H].[C:19]1([C:50]2[CH:55]=[CH:54][CH:53]=[CH:52][CH:51]=2)[CH:24]=[CH:23][C:22]([C:25]2[N:26]([C:43]3[CH:48]=[CH:47][C:46]([Cl:49])=[CH:45][CH:44]=3)[C:27](=[O:42])[C:28]3[N:29]=[C:30]([CH2:40]Br)[N:31]([C:34]4[CH:39]=[CH:38][CH:37]=[CH:36][CH:35]=4)[C:32]=3[N:33]=2)=[CH:21][CH:20]=1. The catalyst is CN(C=O)C. The product is [C:19]1([C:50]2[CH:51]=[CH:52][CH:53]=[CH:54][CH:55]=2)[CH:20]=[CH:21][C:22]([C:25]2[N:26]([C:43]3[CH:48]=[CH:47][C:46]([Cl:49])=[CH:45][CH:44]=3)[C:27](=[O:42])[C:28]3[N:29]=[C:30]([CH2:40][N:8]([CH2:7][C:6]4[CH:5]=[CH:4][C:3]([O:2][CH3:1])=[CH:14][CH:13]=4)[S:9]([CH3:12])(=[O:10])=[O:11])[N:31]([C:34]4[CH:35]=[CH:36][CH:37]=[CH:38][CH:39]=4)[C:32]=3[N:33]=2)=[CH:23][CH:24]=1. The yield is 0.720. (8) The reactants are [NH2:1][C:2]1[CH:7]=[CH:6][C:5]([N+:8]([O-])=O)=[CH:4][C:3]=1[S:11]([NH2:14])(=[O:13])=[O:12].[CH3:15][S:16]([OH:19])(=[O:18])=[O:17]. The catalyst is [Pd].C(O)C.O. The product is [CH3:15][S:16]([OH:19])(=[O:18])=[O:17].[NH2:1][C:2]1[CH:7]=[CH:6][C:5]([NH2:8])=[CH:4][C:3]=1[S:11]([NH2:14])(=[O:12])=[O:13]. The yield is 0.938. (9) The product is [CH:39]1([CH2:38][N:28]([C:17]2[CH:18]=[C:19]([O:23][CH2:24][CH2:25][O:26][CH3:27])[CH:20]=[C:21]3[C:16]=2[NH:15][C:14]([C:12]2[S:8][CH:9]([CH2:42][N:43]4[CH2:48][CH2:47][S:46](=[O:58])[CH2:45][CH2:44]4)[CH2:10][N:11]=2)=[CH:22]3)[S:29]([C:32]2[CH:37]=[CH:36][CH:35]=[CH:34][N:33]=2)(=[O:30])=[O:31])[CH2:40][CH2:41]1. The yield is 0.470. The catalyst is ClCCl. The reactants are C([S:8][CH:9]([CH2:42][N:43]1[CH2:48][CH2:47][S:46][CH2:45][CH2:44]1)[CH2:10][NH:11][C:12]([C:14]1[NH:15][C:16]2[C:21]([CH:22]=1)=[CH:20][C:19]([O:23][CH2:24][CH2:25][O:26][CH3:27])=[CH:18][C:17]=2[N:28]([CH2:38][CH:39]1[CH2:41][CH2:40]1)[S:29]([C:32]1[CH:37]=[CH:36][CH:35]=[CH:34][N:33]=1)(=[O:31])=[O:30])=O)C1C=CC=CC=1.C1(SC)C=CC=CC=1.C(=O)(O)[O-:58].[Na+].